Binary Classification. Given a T-cell receptor sequence (or CDR3 region) and an epitope sequence, predict whether binding occurs between them. From a dataset of TCR-epitope binding with 47,182 pairs between 192 epitopes and 23,139 TCRs. (1) The epitope is DATYQRTRALVR. The TCR CDR3 sequence is CASSWGEIAGESYNEQFF. Result: 0 (the TCR does not bind to the epitope). (2) The epitope is FIAGLIAIV. The TCR CDR3 sequence is CATGLSTDTQYF. Result: 1 (the TCR binds to the epitope). (3) The epitope is HPVGEADYFEY. The TCR CDR3 sequence is CASSQPGQVNEQYF. Result: 0 (the TCR does not bind to the epitope). (4) The TCR CDR3 sequence is CASSQADRGGNTGELFF. The epitope is VLWAHGFEL. Result: 1 (the TCR binds to the epitope).